Dataset: Forward reaction prediction with 1.9M reactions from USPTO patents (1976-2016). Task: Predict the product of the given reaction. (1) Given the reactants [NH2:1][CH2:2][C:3]1[O:4][CH:5]=[C:6]([O:10][CH3:11])[C:7](=[O:9])[CH:8]=1.CO[CH:14]=[C:15]1[C:24]2[C:19](=[CH:20][CH:21]=[C:22]([N:25]3[CH:29]=[CH:28][CH:27]=[CH:26]3)[CH:23]=2)[C:18](=[O:30])[NH:17][C:16]1=[O:31], predict the reaction product. The product is: [CH3:11][O:10][C:6]1[C:7](=[O:9])[CH:8]=[C:3]([CH2:2][NH:1][CH:14]=[C:15]2[C:24]3[C:19](=[CH:20][CH:21]=[C:22]([N:25]4[CH:29]=[CH:28][CH:27]=[CH:26]4)[CH:23]=3)[C:18](=[O:30])[NH:17][C:16]2=[O:31])[O:4][CH:5]=1. (2) Given the reactants [C:1]([C:3]1[CH:8]=[CH:7][C:6]([C:9]2[N:10]=[N:11][N:12]([CH2:14][C:15]3[CH:16]=[C:17]([CH:35]=[CH:36][CH:37]=3)[C:18]([NH:20][C:21]3[S:22][C:23]4[CH2:29][C@H:28]([NH:30][CH2:31][CH2:32][O:33][CH3:34])[CH2:27][CH2:26][C:24]=4[N:25]=3)=[O:19])[CH:13]=2)=[CH:5][CH:4]=1)#[N:2].[C:38]([BH3-])#N.[Na+], predict the reaction product. The product is: [C:1]([C:3]1[CH:4]=[CH:5][C:6]([C:9]2[N:10]=[N:11][N:12]([CH2:14][C:15]3[CH:16]=[C:17]([CH:35]=[CH:36][CH:37]=3)[C:18]([NH:20][C:21]3[S:22][C:23]4[CH2:29][C@H:28]([N:30]([CH2:31][CH2:32][O:33][CH3:34])[CH3:38])[CH2:27][CH2:26][C:24]=4[N:25]=3)=[O:19])[CH:13]=2)=[CH:7][CH:8]=1)#[N:2]. (3) Given the reactants [NH:1]1[CH:5]=[CH:4][C:3]([C:6]([O:8][CH3:9])=[O:7])=[CH:2]1.[Br:10]N1C(=O)CCC1=O, predict the reaction product. The product is: [Br:10][C:5]1[NH:1][CH:2]=[C:3]([C:6]([O:8][CH3:9])=[O:7])[CH:4]=1. (4) Given the reactants [Cl:1][C:2]1[CH:7]=[C:6]([Cl:8])[CH:5]=[CH:4][C:3]=1[C:9]1[CH:10]=[C:11]([C:15]([O:17]CC)=[O:16])[N:12]([CH3:14])[N:13]=1.[OH-].[Na+].Cl, predict the reaction product. The product is: [Cl:1][C:2]1[CH:7]=[C:6]([Cl:8])[CH:5]=[CH:4][C:3]=1[C:9]1[CH:10]=[C:11]([C:15]([OH:17])=[O:16])[N:12]([CH3:14])[N:13]=1. (5) Given the reactants [C:1]1([OH:7])[CH:6]=[CH:5][CH:4]=[CH:3][CH:2]=1.[CH:8]1[CH:13]=[CH:12][C:11]([N:14]2[C:19](=[O:20])[N:18]=[N:17][C:15]2=[O:16])=[CH:10][CH:9]=1.Cl, predict the reaction product. The product is: [OH:7][C:1]1[CH:6]=[CH:5][C:4]([N:17]2[C:15](=[O:16])[N:14]([C:11]3[CH:12]=[CH:13][CH:8]=[CH:9][CH:10]=3)[C:19](=[O:20])[NH:18]2)=[CH:3][CH:2]=1. (6) Given the reactants [CH:1]1([C:4](=O)[CH:5]([NH:10][C:11]([C:13]2[CH:18]=[CH:17][CH:16]=[C:15]([C:19]([F:22])([F:21])[F:20])[CH:14]=2)=O)[C:6]([O:8][CH3:9])=[O:7])[CH2:3][CH2:2]1.COC1C=CC(P2(=S)SP(=S)(C3C=CC(OC)=CC=3)[S:33]2)=CC=1.C(=O)([O-])O.[Na+], predict the reaction product. The product is: [CH:1]1([C:4]2[S:33][C:11]([C:13]3[CH:18]=[CH:17][CH:16]=[C:15]([C:19]([F:22])([F:21])[F:20])[CH:14]=3)=[N:10][C:5]=2[C:6]([O:8][CH3:9])=[O:7])[CH2:3][CH2:2]1.